From a dataset of Full USPTO retrosynthesis dataset with 1.9M reactions from patents (1976-2016). Predict the reactants needed to synthesize the given product. (1) Given the product [I:6][C:7]1[CH:8]=[C:9]([CH:10]([NH:17][CH:15]=[O:16])[S:24]([C:19]2[CH:18]=[CH:23][C:22]([CH3:1])=[CH:21][CH:20]=2)(=[O:25])=[O:26])[CH:12]=[CH:13][CH:14]=1, predict the reactants needed to synthesize it. The reactants are: [CH3:1][Si](Cl)(C)C.[I:6][C:7]1[CH:8]=[C:9]([CH:12]=[CH:13][CH:14]=1)[CH:10]=O.[CH:15]([NH2:17])=[O:16].[C:18]1(C)[C:19]([S:24]([OH:26])=[O:25])=[CH:20][CH:21]=[CH:22][CH:23]=1. (2) Given the product [CH3:1][C:2]1[C:10]2[CH2:9][C:8](=[O:25])[S:7][C:6]=2[CH:5]=[CH:4][CH:3]=1, predict the reactants needed to synthesize it. The reactants are: [CH3:1][C:2]1[C:10]2[C:9](C=O)=[CH:8][S:7][C:6]=2[CH:5]=[CH:4][CH:3]=1.ClC1SC2C=CC=C(C)C=2C=1C=[O:25]. (3) Given the product [C:14]1([CH:15]2[CH:10]([C:19]3[CH:20]=[CH:25][CH:46]=[CH:27][CH:28]=3)[NH:9][C:8]3[CH:3]=[N:4][CH:5]=[CH:6][C:7]=3[NH:16]2)[CH:13]=[CH:12][CH:11]=[CH:30][CH:29]=1, predict the reactants needed to synthesize it. The reactants are: [BH4-].[Na+].[CH:3]1[C:8]2=[N:9][C:10]3[CH2:11][CH2:12][CH2:13][CH2:14][C:15]=3[N:16]=[C:7]2[CH:6]=[CH:5][N:4]=1.CN1CCN(C)[C:20]2[CH:25]=N[CH:27]=[CH:28][C:19]1=2.[C:29](N1CCN(C(=O)C)C2C=CN=CC1=2)(=O)[CH3:30].N1CCNC2C=NC=C[C:46]1=2. (4) Given the product [OH:1][C:2]1[CH:7]=[C:6]([CH3:8])[N:5]([CH3:9])[C:4](=[O:10])[C:3]=1[C:11](=[O:28])[CH:12]=[CH:13][C:14]1[CH:19]=[CH:18][CH:17]=[C:16]([NH2:20])[CH:15]=1, predict the reactants needed to synthesize it. The reactants are: [OH:1][C:2]1[CH:7]=[C:6]([CH3:8])[N:5]([CH3:9])[C:4](=[O:10])[C:3]=1[C:11](=[O:28])[CH:12]=[CH:13][C:14]1[CH:19]=[CH:18][CH:17]=[C:16]([NH:20]C(OC(C)(C)C)=O)[CH:15]=1.I[Si](C)(C)C.